This data is from Forward reaction prediction with 1.9M reactions from USPTO patents (1976-2016). The task is: Predict the product of the given reaction. (1) Given the reactants Br[C:2]1[NH:3][C:4]2[C:5]([N:10]=1)=[N:6][CH:7]=[CH:8][CH:9]=2.[CH2:11]([Sn](CCCC)(CCCC)C=C)[CH2:12]CC, predict the reaction product. The product is: [CH:11]([C:2]1[NH:3][C:4]2[C:5]([N:10]=1)=[N:6][CH:7]=[CH:8][CH:9]=2)=[CH2:12]. (2) Given the reactants [CH3:1][N:2]1[C:6]2[CH:7]=[CH:8][C:9]([C:12]([O:14]C)=[O:13])=[C:10]([CH3:11])[C:5]=2[N:4]=[CH:3]1, predict the reaction product. The product is: [CH3:1][N:2]1[C:6]2[CH:7]=[CH:8][C:9]([C:12]([OH:14])=[O:13])=[C:10]([CH3:11])[C:5]=2[N:4]=[CH:3]1. (3) Given the reactants [NH:1]1[CH2:4][CH:3]([O:5][C:6]2[C:11]3[CH:12]=[C:13]([CH3:15])[O:14][C:10]=3[CH:9]=[C:8]([C:16]([O:18][CH2:19][CH3:20])=[O:17])[CH:7]=2)[CH2:2]1.[CH3:21][S:22](Cl)(=[O:24])=[O:23], predict the reaction product. The product is: [CH3:15][C:13]1[O:14][C:10]2[CH:9]=[C:8]([C:16]([O:18][CH2:19][CH3:20])=[O:17])[CH:7]=[C:6]([O:5][CH:3]3[CH2:4][N:1]([S:22]([CH3:21])(=[O:24])=[O:23])[CH2:2]3)[C:11]=2[CH:12]=1. (4) The product is: [CH2:24]([C:10]1[CH:9]=[CH:8][CH:7]=[C:6]([C:11]2[C:12]([Cl:18])=[CH:13][CH:14]=[CH:15][C:16]=2[Cl:17])[C:5]=1[OH:4])[CH:23]=[CH2:22]. Given the reactants C([O:4][C:5]1[CH:10]=[CH:9][CH:8]=[CH:7][C:6]=1[C:11]1[C:16]([Cl:17])=[CH:15][CH:14]=[CH:13][C:12]=1[Cl:18])C=C.O.CN1C[CH2:24][CH2:23][C:22]1=O, predict the reaction product. (5) Given the reactants [CH3:1][O:2][C:3]1[CH:10]=[CH:9][C:6]([CH:7]=O)=[CH:5][CH:4]=1.[N+:11]([CH3:14])([O-:13])=[O:12].[OH-].[Na+].Cl.O, predict the reaction product. The product is: [CH3:1][O:2][C:3]1[CH:10]=[CH:9][C:6]([CH:7]=[CH:14][N+:11]([O-:13])=[O:12])=[CH:5][CH:4]=1. (6) Given the reactants C[O:2][C:3]1[CH:12]=[C:11]2[C:6]([CH:7]=[C:8]([C:14]([OH:16])=[O:15])[C:9]([CH3:13])=[N:10]2)=[CH:5][CH:4]=1, predict the reaction product. The product is: [OH:2][C:3]1[CH:12]=[C:11]2[C:6]([CH:7]=[C:8]([C:14]([OH:16])=[O:15])[C:9]([CH3:13])=[N:10]2)=[CH:5][CH:4]=1. (7) Given the reactants CC1C=CC(S([O-])=O)=CC=1.[Na+].C([N:15]([S:39]([CH2:42][C:43]1[CH:48]=[CH:47][CH:46]=[CH:45][CH:44]=1)(=[O:41])=[O:40])[C:16]([CH:18]1[CH2:23][CH2:22][N:21]([C:24]2[C:34]([C:35]#[N:36])=[CH:33][C:27]([C:28]([O:30][CH2:31][CH3:32])=[O:29])=[C:26]([O:37][CH3:38])[N:25]=2)[CH2:20][CH2:19]1)=[O:17])C=C, predict the reaction product. The product is: [CH2:42]([S:39]([NH:15][C:16]([CH:18]1[CH2:23][CH2:22][N:21]([C:24]2[C:34]([C:35]#[N:36])=[CH:33][C:27]([C:28]([O:30][CH2:31][CH3:32])=[O:29])=[C:26]([O:37][CH3:38])[N:25]=2)[CH2:20][CH2:19]1)=[O:17])(=[O:41])=[O:40])[C:43]1[CH:44]=[CH:45][CH:46]=[CH:47][CH:48]=1. (8) Given the reactants Br[C:2]1[CH:11]=[CH:10][C:9]([Cl:12])=[CH:8][C:3]=1[C:4]([O:6][CH3:7])=[O:5].[CH3:13][N:14](C=O)C, predict the reaction product. The product is: [Cl:12][C:9]1[CH:10]=[CH:11][C:2]([C:13]#[N:14])=[C:3]([CH:8]=1)[C:4]([O:6][CH3:7])=[O:5]. (9) The product is: [CH3:29][S:30]([C:33]1[CH:34]=[C:35]([NH:39][C:12]([C:11]2[CH:10]=[N:9][N:8]3[C:3]([CH:2]([F:1])[F:28])=[CH:4][C:5]([C:15]4[CH:20]=[CH:19][C:18]([C:21]([F:24])([F:22])[F:23])=[C:17]([O:25][CH2:26][CH3:27])[CH:16]=4)=[N:6][C:7]=23)=[O:14])[CH:36]=[CH:37][CH:38]=1)(=[O:31])=[O:32]. Given the reactants [F:1][CH:2]([F:28])[C:3]1[N:8]2[N:9]=[CH:10][C:11]([C:12]([OH:14])=O)=[C:7]2[N:6]=[C:5]([C:15]2[CH:20]=[CH:19][C:18]([C:21]([F:24])([F:23])[F:22])=[C:17]([O:25][CH2:26][CH3:27])[CH:16]=2)[CH:4]=1.[CH3:29][S:30]([C:33]1[CH:34]=[C:35]([NH2:39])[CH:36]=[CH:37][CH:38]=1)(=[O:32])=[O:31].Cl, predict the reaction product. (10) Given the reactants C1(COC(=O)[N:10]([C@H:19]([C:21]2[N:30](COCC[Si](C)(C)C)[C:24]3=[N:25][CH:26]=[C:27](Br)[CH:28]=[C:23]3[N:22]=2)[CH3:20])COCC[Si](C)(C)C)C=CC=CC=1.[CH2:40]([C@@H:42]1[CH2:51][C:50]2[N:49]=[CH:48][N:47]=[C:46]([N:52]3[CH2:58][C:57]4[CH:59]=[C:60](B(O)O)[CH:61]=[CH:62][C:56]=4[O:55][CH2:54][CH2:53]3)[C:45]=2[CH2:44][CH2:43]1)[CH3:41], predict the reaction product. The product is: [CH2:40]([C@@H:42]1[CH2:51][C:50]2[N:49]=[CH:48][N:47]=[C:46]([N:52]3[CH2:58][C:57]4[CH:59]=[C:60]([C:27]5[CH:28]=[C:23]6[NH:22][C:21]([C@@H:19]([NH2:10])[CH3:20])=[N:30][C:24]6=[N:25][CH:26]=5)[CH:61]=[CH:62][C:56]=4[O:55][CH2:54][CH2:53]3)[C:45]=2[CH2:44][CH2:43]1)[CH3:41].